This data is from Caco-2 cell permeability data measuring drug intestinal absorption for ~900 compounds. The task is: Regression/Classification. Given a drug SMILES string, predict its absorption, distribution, metabolism, or excretion properties. Task type varies by dataset: regression for continuous measurements (e.g., permeability, clearance, half-life) or binary classification for categorical outcomes (e.g., BBB penetration, CYP inhibition). For this dataset (caco2_wang), we predict Y. (1) The drug is CN1c2ccccc2C(=O)N2CCc3c([nH]c4ccccc34)C21. The Y is -4.63 log Papp (cm/s). (2) The compound is COC(=O)c1c(Cl)cc(Cl)cc1-c1ccc([C@@H](C)NC(=O)C2(NC(=O)C(F)(F)F)CC2)c(F)c1. The Y is -4.74 log Papp (cm/s).